This data is from Catalyst prediction with 721,799 reactions and 888 catalyst types from USPTO. The task is: Predict which catalyst facilitates the given reaction. (1) Reactant: [F:1][C:2]1[CH:3]=[C:4]2[C:8](=[CH:9][CH:10]=1)[N:7]([CH2:11][C:12]1[C:21]3[C:16](=[CH:17][CH:18]=[CH:19][CH:20]=3)[CH:15]=[CH:14][CH:13]=1)[C:6]1[C:22](=[O:27])[O:23][C:24](=[O:26])[CH2:25][C:5]2=1.[NH:28]1[CH2:31][CH:30]([OH:32])[CH2:29]1. Product: [F:1][C:2]1[CH:3]=[C:4]2[C:8](=[CH:9][CH:10]=1)[N:7]([CH2:11][C:12]1[C:21]3[C:16](=[CH:17][CH:18]=[CH:19][CH:20]=3)[CH:15]=[CH:14][CH:13]=1)[C:6]([C:22]([OH:23])=[O:27])=[C:5]2[CH2:25][C:24]([N:28]1[CH2:31][CH:30]([OH:32])[CH2:29]1)=[O:26]. The catalyst class is: 424. (2) Reactant: [F:1][C:2]1[CH:10]=[C:9]2[C:5]([C:6]([C:12]3[N:13]=[C:14]4[C:20]([C:21](O)=[O:22])=[CH:19][N:18]([CH2:24][O:25][CH2:26][CH2:27][Si:28]([CH3:31])([CH3:30])[CH3:29])[C:15]4=[N:16][CH:17]=3)=[N:7][N:8]2[CH3:11])=[CH:4][CH:3]=1.[NH2:32][C@@H:33]([CH3:36])[CH2:34][OH:35].CN(C(ON1N=NC2C=CC=NC1=2)=[N+](C)C)C.F[P-](F)(F)(F)(F)F.C(N(CC)C(C)C)(C)C. Product: [OH:35][CH2:34][C@@H:33]([NH:32][C:21]([C:20]1[C:14]2[C:15](=[N:16][CH:17]=[C:12]([C:6]3[C:5]4[C:9](=[CH:10][C:2]([F:1])=[CH:3][CH:4]=4)[N:8]([CH3:11])[N:7]=3)[N:13]=2)[N:18]([CH2:24][O:25][CH2:26][CH2:27][Si:28]([CH3:29])([CH3:31])[CH3:30])[CH:19]=1)=[O:22])[CH3:36]. The catalyst class is: 10. (3) The catalyst class is: 16. Reactant: [CH2:1]([N:3]([CH2:20][CH3:21])[CH2:4][C:5]1[CH:10]=[C:9]([C:11]2[CH:16]=[CH:15][N:14]3[CH:17]=[CH:18][N:19]=[C:13]3[CH:12]=2)[CH:8]=[CH:7][N:6]=1)[CH3:2].Br[C:23]1[CH:28]=[CH:27][C:26]([NH2:29])=[C:25]([F:30])[CH:24]=1.C([O-])(=O)C.[K+]. Product: [CH2:20]([N:3]([CH2:4][C:5]1[CH:10]=[C:9]([C:11]2[CH:16]=[CH:15][N:14]3[C:17]([C:23]4[CH:28]=[CH:27][C:26]([NH2:29])=[C:25]([F:30])[CH:24]=4)=[CH:18][N:19]=[C:13]3[CH:12]=2)[CH:8]=[CH:7][N:6]=1)[CH2:1][CH3:2])[CH3:21]. (4) Reactant: O.[NH2:2][NH2:3].[CH2:4]([O:6][C:7](=[O:18])[C:8](=O)[CH2:9][C:10]([CH:12]1[CH2:16][CH2:15][CH2:14][CH2:13]1)=O)[CH3:5]. Product: [CH2:4]([O:6][C:7]([C:8]1[CH:9]=[C:10]([CH:12]2[CH2:16][CH2:15][CH2:14][CH2:13]2)[NH:3][N:2]=1)=[O:18])[CH3:5]. The catalyst class is: 8. (5) Product: [Cl:9][CH2:7][CH:6]1[CH2:5][CH2:4][CH2:3][C:2](=[O:8])[CH2:1]1. Reactant: [CH3:1][C:2](=[O:8])[CH2:3][CH2:4][CH2:5][CH2:6][CH3:7].[ClH:9].N1C=CC=CC=1. The catalyst class is: 10. (6) Reactant: [F:1][C:2]1[CH:7]=[CH:6][CH:5]=[C:4]([F:8])[C:3]=1[N:9]1[C:14]2[N:15]=[C:16]([S:29][CH3:30])[N:17]=[C:18]([C:19]3[CH:20]=[C:21]([CH:25]=[CH:26][C:27]=3[CH3:28])[C:22](O)=O)[C:13]=2[CH:12]=[CH:11][C:10]1=[O:31].[CH2:32]([NH2:39])[C:33]1[CH:38]=[CH:37][CH:36]=[CH:35][CH:34]=1.C(Cl)CCl.C1C=CC2N([OH:53])N=NC=2C=1. Product: [F:8][C:4]1[CH:5]=[CH:6][CH:7]=[C:2]([F:1])[C:3]=1[N:9]1[C:14]2[N:15]=[C:16]([S:29][CH3:30])[N:17]=[C:18]([C:19]3[CH:20]=[C:21]([CH3:22])[CH:25]=[CH:26][C:27]=3[C:28]([NH:39][CH2:32][C:33]3[CH:38]=[CH:37][CH:36]=[CH:35][CH:34]=3)=[O:53])[C:13]=2[CH:12]=[CH:11][C:10]1=[O:31]. The catalyst class is: 91. (7) Reactant: [Cl:1][C:2]1[CH:7]=[CH:6][C:5]([CH:8]([C:10]2[CH:15]=[CH:14][C:13]([Cl:16])=[CH:12][CH:11]=2)O)=[CH:4][CH:3]=1.B(Br)(Br)[Br:18].O. Product: [Br:18][CH:8]([C:10]1[CH:15]=[CH:14][C:13]([Cl:16])=[CH:12][CH:11]=1)[C:5]1[CH:6]=[CH:7][C:2]([Cl:1])=[CH:3][CH:4]=1. The catalyst class is: 2.